Dataset: Full USPTO retrosynthesis dataset with 1.9M reactions from patents (1976-2016). Task: Predict the reactants needed to synthesize the given product. Given the product [CH2:24]([O:26][C:27]([C:29]1([C:32]2[CH:37]=[CH:36][C:35]([C:2]3[CH:7]=[CH:6][C:5]([C:8]4[O:12][N:11]=[C:10]([CH3:13])[C:9]=4[NH:14][CH:15]4[CH2:23][C:22]5[C:17](=[CH:18][CH:19]=[CH:20][CH:21]=5)[CH2:16]4)=[CH:4][CH:3]=3)=[CH:34][CH:33]=2)[CH2:30][CH2:31]1)=[O:28])[CH3:25], predict the reactants needed to synthesize it. The reactants are: Br[C:2]1[CH:7]=[CH:6][C:5]([C:8]2[O:12][N:11]=[C:10]([CH3:13])[C:9]=2[NH:14][CH:15]2[CH2:23][C:22]3[C:17](=[CH:18][CH:19]=[CH:20][CH:21]=3)[CH2:16]2)=[CH:4][CH:3]=1.[CH2:24]([O:26][C:27]([C:29]1([C:32]2[CH:37]=[CH:36][C:35](B3OC(C)(C)C(C)(C)O3)=[CH:34][CH:33]=2)[CH2:31][CH2:30]1)=[O:28])[CH3:25].